The task is: Predict the reactants needed to synthesize the given product.. This data is from Full USPTO retrosynthesis dataset with 1.9M reactions from patents (1976-2016). Given the product [N:22]1([CH2:21][CH2:20][CH2:19][N:12]2[C:13]3[C:18](=[CH:17][CH:16]=[CH:15][CH:14]=3)[C:10]([C:8]3[NH:7][C:3]4=[N:4][CH:5]=[CH:6][N:1]=[C:2]4[CH:9]=3)=[CH:11]2)[CH2:31][CH2:30][O:29][CH2:28][CH2:27]1, predict the reactants needed to synthesize it. The reactants are: [N:1]1[CH:6]=[CH:5][N:4]=[C:3]2[NH:7][C:8]([C:10]3[C:18]4[C:13](=[CH:14][CH:15]=[CH:16][CH:17]=4)[N:12]([CH2:19][CH2:20][CH2:21][NH:22]C(=O)C)[CH:11]=3)=[CH:9][C:2]=12.N1[CH2:31][CH2:30][O:29][CH2:28][CH2:27]1.C(=O)([O-])[O-].[K+].[K+].[I-].[K+].